This data is from Full USPTO retrosynthesis dataset with 1.9M reactions from patents (1976-2016). The task is: Predict the reactants needed to synthesize the given product. (1) Given the product [C:36]([NH:35][C:33]1[N:34]=[C:29]([CH2:28][CH2:27][C:24]2[CH:23]=[CH:22][C:21]([NH:20][C:15]([C:10]3[C:9]([C:6]4[CH:7]=[CH:8][C:3]([C:2]([F:19])([F:18])[F:1])=[CH:4][CH:5]=4)=[CH:14][CH:13]=[CH:12][CH:11]=3)=[O:16])=[CH:26][CH:25]=2)[CH:30]=[CH:31][CH:32]=1)(=[O:38])[CH3:37], predict the reactants needed to synthesize it. The reactants are: [F:1][C:2]([F:19])([F:18])[C:3]1[CH:8]=[CH:7][C:6]([C:9]2[C:10]([C:15](Cl)=[O:16])=[CH:11][CH:12]=[CH:13][CH:14]=2)=[CH:5][CH:4]=1.[NH2:20][C:21]1[CH:26]=[CH:25][C:24]([CH2:27][CH2:28][C:29]2[N:34]=[C:33]([NH:35][C:36](=[O:38])[CH3:37])[CH:32]=[CH:31][CH:30]=2)=[CH:23][CH:22]=1.C(N(CC)CC)C.C(OCC)(=O)C. (2) The reactants are: C[O:2][C:3]([C:5]1[CH:14]=[C:13]([O:15][CH:16]([C:18](=[O:28])[NH:19][C:20]2[CH:25]=[CH:24][CH:23]=[C:22]([CH2:26][OH:27])[CH:21]=2)[CH3:17])[C:12]2[C:7](=[CH:8][C:9]([Cl:30])=[CH:10][C:11]=2[Cl:29])[CH:6]=1)=[O:4].[Li+].[OH-]. Given the product [Cl:29][C:11]1[CH:10]=[C:9]([Cl:30])[CH:8]=[C:7]2[C:12]=1[C:13]([O:15][CH:16]([C:18](=[O:28])[NH:19][C:20]1[CH:25]=[CH:24][CH:23]=[C:22]([CH2:26][OH:27])[CH:21]=1)[CH3:17])=[CH:14][C:5]([C:3]([OH:4])=[O:2])=[CH:6]2, predict the reactants needed to synthesize it. (3) Given the product [O:23]1[CH:27]=[N:26][N:25]=[C:24]1[C:28](=[O:46])[CH2:29][CH2:30][CH2:31][CH2:32][CH2:33][CH2:34][CH2:35][CH:36]=[CH:37][CH2:38][CH2:39][CH2:40][CH2:41][CH2:42][CH2:43][CH2:44][CH3:45], predict the reactants needed to synthesize it. The reactants are: CC(OI1(OC(C)=O)(OC(C)=O)OC(=O)C2C=CC=CC1=2)=O.[O:23]1[CH:27]=[N:26][N:25]=[C:24]1[CH:28]([OH:46])[CH2:29][CH2:30][CH2:31][CH2:32][CH2:33][CH2:34][CH2:35][CH:36]=[CH:37][CH2:38][CH2:39][CH2:40][CH2:41][CH2:42][CH2:43][CH2:44][CH3:45].[O-]S([O-])(=S)=O.[Na+].[Na+].CO.C(Cl)Cl. (4) The reactants are: C([O:3][C:4]([C:6]1([NH:15][C:16](=[O:26])[C:17]2[CH:22]=[CH:21][CH:20]=[C:19]([C:23]#[N:24])[C:18]=2[CH3:25])[CH2:14][C:13]2[C:8](=[CH:9][CH:10]=[CH:11][CH:12]=2)[CH2:7]1)=[O:5])C.[OH-].[K+].CCO. Given the product [C:23]([C:19]1[C:18]([CH3:25])=[C:17]([CH:22]=[CH:21][CH:20]=1)[C:16]([NH:15][C:6]1([C:4]([OH:5])=[O:3])[CH2:14][C:13]2[C:8](=[CH:9][CH:10]=[CH:11][CH:12]=2)[CH2:7]1)=[O:26])#[N:24], predict the reactants needed to synthesize it. (5) Given the product [Br:1][C:2]1[C:3]([NH:10][C:11]2[CH:16]=[CH:15][CH:14]=[CH:13][C:12]=2[S:17]([NH2:20])(=[O:18])=[O:19])=[N:4][C:5]([Cl:8])=[N:6][CH:7]=1, predict the reactants needed to synthesize it. The reactants are: [Br:1][C:2]1[C:3](Cl)=[N:4][C:5]([Cl:8])=[N:6][CH:7]=1.[NH2:10][C:11]1[CH:16]=[CH:15][CH:14]=[CH:13][C:12]=1[S:17]([NH2:20])(=[O:19])=[O:18].C(=O)([O-])O.[Na+]. (6) The reactants are: [CH2:1]([O:8][C:9]1[C:14](=[O:15])[N:13]2[CH:16]=[C:17]([N:20]3[CH2:25][CH2:24][O:23][CH2:22][CH2:21]3)[CH:18]=[CH:19][C:12]2=[N:11][C:10]=1[C:26](O)=[O:27])[C:2]1[CH:7]=[CH:6][CH:5]=[CH:4][CH:3]=1.Cl.[NH2:30][CH2:31][C:32](=[O:41])[CH2:33][C:34]1[CH:39]=[CH:38][C:37]([Cl:40])=[CH:36][CH:35]=1. Given the product [Cl:40][C:37]1[CH:36]=[CH:35][C:34]([CH2:33][C:32](=[O:41])[CH2:31][NH:30][C:26]([C:10]2[N:11]=[C:12]3[CH:19]=[CH:18][C:17]([N:20]4[CH2:21][CH2:22][O:23][CH2:24][CH2:25]4)=[CH:16][N:13]3[C:14](=[O:15])[C:9]=2[O:8][CH2:1][C:2]2[CH:3]=[CH:4][CH:5]=[CH:6][CH:7]=2)=[O:27])=[CH:39][CH:38]=1, predict the reactants needed to synthesize it.